This data is from Human liver microsome stability data. The task is: Regression/Classification. Given a drug SMILES string, predict its absorption, distribution, metabolism, or excretion properties. Task type varies by dataset: regression for continuous measurements (e.g., permeability, clearance, half-life) or binary classification for categorical outcomes (e.g., BBB penetration, CYP inhibition). Dataset: hlm. (1) The compound is COc1cc2c(N3CCN(C(=O)Nc4ccc(C#N)cc4)CC3)ncnc2cc1OCCN1CCC2(CC1)OCCO2. The result is 0 (unstable in human liver microsomes). (2) The compound is Cn1cnc2ccc(-c3ccc(Cl)cc3Cl)c(CN)c21. The result is 0 (unstable in human liver microsomes). (3) The molecule is O=C(NCc1cccc(C(F)(F)F)c1Cl)[C@@H]1CCC(=O)N1c1cccs1. The result is 1 (stable in human liver microsomes). (4) The molecule is Cc1ccccc1-c1c(=O)n(CCCCN2CC=C(c3c[nH]c4ccc(F)cc34)CC2)c(=O)n2ccccc12. The result is 0 (unstable in human liver microsomes).